Predict the product of the given reaction. From a dataset of Forward reaction prediction with 1.9M reactions from USPTO patents (1976-2016). (1) Given the reactants [S].C1(C)C=CC=CC=1.[C:9]1([P:15]([C:22]2[CH:27]=[CH:26][CH:25]=[CH:24][CH:23]=2)[C:16]2[CH:21]=[CH:20][CH:19]=[CH:18][CH:17]=2)[CH:14]=[CH:13][CH:12]=[CH:11][CH:10]=1.[SH2:28], predict the reaction product. The product is: [C:22]1([P:15](=[S:28])([C:9]2[CH:10]=[CH:11][CH:12]=[CH:13][CH:14]=2)[C:16]2[CH:21]=[CH:20][CH:19]=[CH:18][CH:17]=2)[CH:23]=[CH:24][CH:25]=[CH:26][CH:27]=1. (2) Given the reactants C(OC([N:8]1[CH2:13][CH2:12][CH:11]([C:14]2[N:15]([CH2:35][C:36]([O:38][CH3:39])=[O:37])[C:16]([C:27]3[CH:32]=[CH:31][C:30]([O:33][CH3:34])=[CH:29][CH:28]=3)=[C:17]([C:19]3[CH:24]=[CH:23][C:22]([O:25][CH3:26])=[CH:21][CH:20]=3)[N:18]=2)[CH2:10][CH2:9]1)=O)(C)(C)C, predict the reaction product. The product is: [CH3:26][O:25][C:22]1[CH:21]=[CH:20][C:19]([C:17]2[N:18]=[C:14]([CH:11]3[CH2:10][CH2:9][NH:8][CH2:13][CH2:12]3)[N:15]([CH2:35][C:36]([O:38][CH3:39])=[O:37])[C:16]=2[C:27]2[CH:28]=[CH:29][C:30]([O:33][CH3:34])=[CH:31][CH:32]=2)=[CH:24][CH:23]=1. (3) Given the reactants [CH2:1](B(O)O)[C:2]1[CH:7]=[CH:6][CH:5]=[CH:4][CH:3]=1.Br[C:12]1[CH:19]=[CH:18][C:15]([CH:16]=[O:17])=[C:14]([O:20][CH3:21])[CH:13]=1.[F-].[Cs+].C([O-])([O-])=O.[K+].[K+], predict the reaction product. The product is: [CH2:1]([C:12]1[CH:19]=[CH:18][C:15]([CH:16]=[O:17])=[C:14]([O:20][CH3:21])[CH:13]=1)[C:2]1[CH:7]=[CH:6][CH:5]=[CH:4][CH:3]=1. (4) Given the reactants [CH2:1]([C:5]1[C:6](=[O:22])[CH2:7][CH2:8][C:9]2([CH3:21])[C:18]=1[CH2:17][CH2:16][C:15]1[C:10]2=[CH:11][CH:12]=[C:13]([O:19]C)[CH:14]=1)[CH2:2][CH2:3][CH3:4].C(Cl)Cl, predict the reaction product. The product is: [CH2:1]([C:5]1[C:6](=[O:22])[CH2:7][CH2:8][C:9]2([CH3:21])[C:18]=1[CH2:17][CH2:16][C:15]1[C:10]2=[CH:11][CH:12]=[C:13]([OH:19])[CH:14]=1)[CH2:2][CH2:3][CH3:4]. (5) Given the reactants [CH2:1]([O:3][C:4](=[O:22])[C:5]([C:12](=[O:21])[C:13]1[CH:18]=[CH:17][C:16]([Br:19])=[CH:15][C:14]=1F)=[C:6]([NH:9][CH2:10][CH3:11])[S:7][CH3:8])[CH3:2].C([O-])([O-])=O.[K+].[K+], predict the reaction product. The product is: [CH2:1]([O:3][C:4]([C:5]1[C:12](=[O:21])[C:13]2[C:18](=[CH:17][C:16]([Br:19])=[CH:15][CH:14]=2)[N:9]([CH2:10][CH3:11])[C:6]=1[S:7][CH3:8])=[O:22])[CH3:2]. (6) Given the reactants [NH2:1][CH2:2][C@H:3]1[N:10]([C:11]([C:13]2[N:14]=[C:15]([CH3:25])[S:16][C:17]=2[C:18]2[CH:19]=[C:20]([CH3:24])[CH:21]=[CH:22][CH:23]=2)=[O:12])[CH2:9][C@H:8]2[C@@H:4]1[CH2:5][CH:6]([CH3:26])[CH2:7]2.[CH3:27][C:28]1[N:33]=[C:32]([C:34](O)=[O:35])[CH:31]=[CH:30][CH:29]=1, predict the reaction product. The product is: [CH3:26][CH:6]1[CH2:5][C@H:4]2[C@H:8]([CH2:9][N:10]([C:11]([C:13]3[N:14]=[C:15]([CH3:25])[S:16][C:17]=3[C:18]3[CH:19]=[C:20]([CH3:24])[CH:21]=[CH:22][CH:23]=3)=[O:12])[C@@H:3]2[CH2:2][NH:1][C:34]([C:32]2[CH:31]=[CH:30][CH:29]=[C:28]([CH3:27])[N:33]=2)=[O:35])[CH2:7]1. (7) Given the reactants [N:1]1[CH:6]=[CH:5][C:4]([CH2:7][CH2:8][CH2:9][CH2:10][N:11]2[CH2:18][CH:17]3[O:19][CH:13]([CH2:14][N:15](C(OC(C)(C)C)=O)[CH2:16]3)[CH2:12]2)=[CH:3][CH:2]=1.Cl, predict the reaction product. The product is: [N:1]1[CH:6]=[CH:5][C:4]([CH2:7][CH2:8][CH2:9][CH2:10][N:11]2[CH2:18][CH:17]3[O:19][CH:13]([CH2:14][NH:15][CH2:16]3)[CH2:12]2)=[CH:3][CH:2]=1. (8) The product is: [Cl:1][NH:10][C:9](=[NH:11])[CH2:8][C:2]1[CH:7]=[CH:6][CH:5]=[CH:4][CH:3]=1. Given the reactants [ClH:1].[C:2]1([CH2:8][C:9]([NH2:11])=[NH:10])[CH:7]=[CH:6][CH:5]=[CH:4][CH:3]=1.Cl[O-].[Na+].[Cl-].[Na+], predict the reaction product.